Dataset: Reaction yield outcomes from USPTO patents with 853,638 reactions. Task: Predict the reaction yield, written as a fraction of the theoretical maximum amount of product (1.0 means a 100% yield; for example, 0.34 means a 34% yield). (1) The reactants are [Cl:1][C:2]1[C:26]([Cl:27])=[CH:25][CH:24]=[CH:23][C:3]=1[C:4]([NH:6][CH2:7][CH:8]([N:16]1[CH2:21][CH2:20][CH:19]([OH:22])[CH2:18][CH2:17]1)[C:9]1[CH:10]=[N:11][C:12]([CH3:15])=[N:13][CH:14]=1)=[O:5].C[N+]1([O-])CCOCC1. The catalyst is C(Cl)Cl.CCC[N+](CCC)(CCC)CCC.[O-][Ru](=O)(=O)=O. The product is [Cl:1][C:2]1[C:26]([Cl:27])=[CH:25][CH:24]=[CH:23][C:3]=1[C:4]([NH:6][CH2:7][CH:8]([C:9]1[CH:14]=[N:13][C:12]([CH3:15])=[N:11][CH:10]=1)[N:16]1[CH2:21][CH2:20][C:19](=[O:22])[CH2:18][CH2:17]1)=[O:5]. The yield is 0.240. (2) The reactants are C([O:3][C:4](=O)[C:5]1[CH:10]=[CH:9][C:8]([NH:11][C:12]2[CH:17]=[CH:16][C:15]([CH2:18][N:19]3[C:23]4=[N:24][C:25]([CH3:29])=[CH:26][C:27]([CH3:28])=[C:22]4[N:21]=[C:20]3[CH2:30][CH3:31])=[CH:14][CH:13]=2)=[CH:7][CH:6]=1)C.[H-].C([Al+]CC(C)C)C(C)C.C1(C)C=CC=CC=1.C(C(C(C([O-])=O)O)O)([O-])=O.[Na+].[K+].C(Cl)(Cl)Cl. The catalyst is C1COCC1. The product is [CH2:30]([C:20]1[N:19]([CH2:18][C:15]2[CH:16]=[CH:17][C:12]([NH:11][C:8]3[CH:7]=[CH:6][C:5]([CH2:4][OH:3])=[CH:10][CH:9]=3)=[CH:13][CH:14]=2)[C:23]2=[N:24][C:25]([CH3:29])=[CH:26][C:27]([CH3:28])=[C:22]2[N:21]=1)[CH3:31]. The yield is 0.940. (3) The reactants are [NH2:1][C@H:2]1[CH2:7][CH2:6][C@H:5]([C:8]2[CH:9]=[C:10]([CH:16]=[CH:17][CH:18]=2)[C:11]([O:13][CH2:14][CH3:15])=[O:12])[CH2:4][CH2:3]1.[Cl:19][C:20]1[C:24]([Cl:25])=[C:23]([CH3:26])[NH:22][C:21]=1[C:27](O)=[O:28].C1C=CC2N(O)N=NC=2C=1.CN1CCOCC1.C(Cl)CCl. The catalyst is C(Cl)Cl. The product is [Cl:19][C:20]1[C:24]([Cl:25])=[C:23]([CH3:26])[NH:22][C:21]=1[C:27]([NH:1][C@H:2]1[CH2:7][CH2:6][C@H:5]([C:8]2[CH:9]=[C:10]([CH:16]=[CH:17][CH:18]=2)[C:11]([O:13][CH2:14][CH3:15])=[O:12])[CH2:4][CH2:3]1)=[O:28]. The yield is 0.300.